From a dataset of Human liver microsome stability data. Regression/Classification. Given a drug SMILES string, predict its absorption, distribution, metabolism, or excretion properties. Task type varies by dataset: regression for continuous measurements (e.g., permeability, clearance, half-life) or binary classification for categorical outcomes (e.g., BBB penetration, CYP inhibition). Dataset: hlm. The molecule is CC[C@@H](O)CNC(=O)C[C@H](CCC1CCCCC1)NC(=O)c1cc(-c2c(OC)cccc2OC)n(CC(C)C)n1. The result is 1 (stable in human liver microsomes).